From a dataset of Catalyst prediction with 721,799 reactions and 888 catalyst types from USPTO. Predict which catalyst facilitates the given reaction. (1) Reactant: C(O[BH-](OC(=O)C)OC(=O)C)(=O)C.[Na+].[CH:15](=O)[CH2:16][CH2:17][CH2:18][CH3:19].[NH2:21][C:22]1[CH:27]=[CH:26][C:25]([C:28]2[CH:33]=[CH:32][C:31]([NH:34][C:35]([C:37]3[CH:42]=[C:41]([N+:43]([O-:45])=[O:44])[CH:40]=[CH:39][C:38]=3[Cl:46])=[O:36])=[CH:30][CH:29]=2)=[CH:24][CH:23]=1.C(=O)(O)[O-].[Na+]. Product: [CH2:15]([NH:21][C:22]1[CH:23]=[CH:24][C:25]([C:28]2[CH:29]=[CH:30][C:31]([NH:34][C:35]([C:37]3[CH:42]=[C:41]([N+:43]([O-:45])=[O:44])[CH:40]=[CH:39][C:38]=3[Cl:46])=[O:36])=[CH:32][CH:33]=2)=[CH:26][CH:27]=1)[CH2:16][CH2:17][CH2:18][CH3:19]. The catalyst class is: 645. (2) Reactant: [CH2:1]([O:3][C:4]([N:6]1[CH2:9][C:8]2([CH2:18][C:17](=[O:19])[C:16]3[C:11](=[CH:12][CH:13]=[C:14](/[CH:20]=[CH:21]/[C:22]([NH:24][O:25]C4CCCCO4)=[O:23])[CH:15]=3)[O:10]2)[CH2:7]1)=[O:5])[CH3:2].Cl. Product: [CH2:1]([O:3][C:4]([N:6]1[CH2:9][C:8]2([CH2:18][C:17](=[O:19])[C:16]3[C:11](=[CH:12][CH:13]=[C:14](/[CH:20]=[CH:21]/[C:22]([NH:24][OH:25])=[O:23])[CH:15]=3)[O:10]2)[CH2:7]1)=[O:5])[CH3:2]. The catalyst class is: 135.